From a dataset of Peptide-MHC class I binding affinity with 185,985 pairs from IEDB/IMGT. Regression. Given a peptide amino acid sequence and an MHC pseudo amino acid sequence, predict their binding affinity value. This is MHC class I binding data. (1) The peptide sequence is VVNYDNSTK. The MHC is HLA-B58:01 with pseudo-sequence HLA-B58:01. The binding affinity (normalized) is 0.0847. (2) The peptide sequence is IIVDSQYVM. The MHC is HLA-B07:02 with pseudo-sequence HLA-B07:02. The binding affinity (normalized) is 0.0933.